This data is from HIV replication inhibition screening data with 41,000+ compounds from the AIDS Antiviral Screen. The task is: Binary Classification. Given a drug SMILES string, predict its activity (active/inactive) in a high-throughput screening assay against a specified biological target. (1) The compound is O=C(NC(C(F)(F)F)(C(F)(F)F)P(=O)(c1ccccc1)c1ccccc1)C(C(F)(F)F)C(F)(F)F. The result is 0 (inactive). (2) The result is 0 (inactive). The compound is N#Cc1c(=O)c2ccccc2n2c1[nH]c1ccccc12. (3) The result is 1 (active). The compound is CC(CCC=C(c1cc(Cl)c(O)c(C(=O)O)c1)c1cc(Cl)c(O)c(C(=O)O)c1)C1CCC2C3CCC4CC(F)(F)CCC4(C)C3CCC12C.N. (4) The compound is CN(C)N=C(c1nc2ccc([N+](=O)[O-])cc2nc1O)C(O)c1ccco1. The result is 0 (inactive). (5) The drug is Cc1ccccc1N=Nc1c(S(=O)(=O)O)cc2cc(NC(=O)Nc3ccc4c(O)c(N=Nc5ccc6cc(S(=O)(=O)O)ccc6c5)c(S(=O)(=O)O)cc4c3)ccc2c1O. The result is 1 (active). (6) The drug is CC(=NOCCC(=O)O)C1CC1. The result is 0 (inactive). (7) The molecule is O=C(CCNC12CC3CC(CC(C3)C1)C2)c1ccccc1. The result is 0 (inactive). (8) The molecule is CCC1CC2CN3CCc4c([nH]c5cc(OC)c(OC)cc45)C(C(=O)OC)(C2)C13. The result is 0 (inactive). (9) The molecule is COc1ccccc1NC(=O)CC(=O)NNCC(=O)Nc1nnc(-c2ccccc2)o1. The result is 0 (inactive). (10) The drug is COC(=O)C1(Cc2ccccc2)Cc2ccccc2C1=O. The result is 0 (inactive).